Dataset: Forward reaction prediction with 1.9M reactions from USPTO patents (1976-2016). Task: Predict the product of the given reaction. (1) Given the reactants [NH2:1][C:2]1[C:29]([Cl:30])=[CH:28][C:5]([C:6]([N:8]2[CH2:13][CH2:12][N:11]([CH2:14][C:15]3[CH:16]=[C:17]([CH:25]=[CH:26][CH:27]=3)[C:18]([NH:20][C:21]([CH3:24])([CH3:23])[CH3:22])=[O:19])[CH2:10][CH2:9]2)=[O:7])=[C:4]([O:31][CH2:32][CH3:33])[CH:3]=1.Cl[C:35](OC1C=CC([N+]([O-])=O)=CC=1)=[O:36].[CH:47]1([CH2:50][NH2:51])[CH2:49][CH2:48]1, predict the reaction product. The product is: [C:21]([NH:20][C:18](=[O:19])[C:17]1[CH:25]=[CH:26][CH:27]=[C:15]([CH2:14][N:11]2[CH2:10][CH2:9][N:8]([C:6](=[O:7])[C:5]3[CH:28]=[C:29]([Cl:30])[C:2]([NH:1][C:35]([NH:51][CH2:50][CH:47]4[CH2:49][CH2:48]4)=[O:36])=[CH:3][C:4]=3[O:31][CH2:32][CH3:33])[CH2:13][CH2:12]2)[CH:16]=1)([CH3:24])([CH3:23])[CH3:22]. (2) The product is: [NH2:1][C:2]1[C:11]2[CH:10]=[CH:9][CH:8]=[C:7]([C:31]3[CH:32]=[C:27]([F:26])[CH:28]=[CH:29][C:30]=3[F:33])[C:6]=2[N:5]=[C:4]2[CH2:13][N:14]([CH2:17][C:18]3[CH:23]=[CH:22][C:21]([O:24][CH3:25])=[CH:20][CH:19]=3)[C:15](=[O:16])[C:3]=12. Given the reactants [NH2:1][C:2]1[C:11]2[CH:10]=[CH:9][CH:8]=[C:7](Br)[C:6]=2[N:5]=[C:4]2[CH2:13][N:14]([CH2:17][C:18]3[CH:23]=[CH:22][C:21]([O:24][CH3:25])=[CH:20][CH:19]=3)[C:15](=[O:16])[C:3]=12.[F:26][C:27]1[CH:32]=[CH:31][C:30]([F:33])=[CH:29][C:28]=1B(O)O, predict the reaction product. (3) Given the reactants [CH3:1][O:2][C:3]1[CH:8]=[CH:7][N:6]=[C:5]([N:9]2[CH:13]=[C:12]([CH3:14])[N:11]=[CH:10]2)[C:4]=1[NH2:15].[N:16]([O-])=O.[Na+].[OH-].[Na+], predict the reaction product. The product is: [CH3:1][O:2][C:3]1[C:4]2[N:15]=[N:16][C:13]3=[C:12]([CH3:14])[N:11]=[CH:10][N:9]3[C:5]=2[N:6]=[CH:7][CH:8]=1. (4) The product is: [CH:37]([C:34]1[CH:35]=[CH:36][C:28]2[C:27]([NH:26][C:10]3[CH:11]=[C:12]([CH:24]=[CH:25][C:9]=3[S:8][C:5]3[CH:6]=[CH:7][C:2]([NH:1][S:48]([CH3:47])(=[O:50])=[O:49])=[CH:3][CH:4]=3)[C:13]([NH:15][C@H:16]([C:18]3[CH:19]=[CH:20][CH:21]=[CH:22][CH:23]=3)[CH3:17])=[O:14])=[N:32][CH:31]=[N:30][C:29]=2[N:33]=1)([CH3:39])[CH3:38]. Given the reactants [NH2:1][C:2]1[CH:7]=[CH:6][C:5]([S:8][C:9]2[CH:25]=[CH:24][C:12]([C:13]([NH:15][C@H:16]([C:18]3[CH:23]=[CH:22][CH:21]=[CH:20][CH:19]=3)[CH3:17])=[O:14])=[CH:11][C:10]=2[NH:26][C:27]2[C:28]3[CH:36]=[CH:35][C:34]([CH:37]([CH3:39])[CH3:38])=[N:33][C:29]=3[N:30]=[CH:31][N:32]=2)=[CH:4][CH:3]=1.C(N(CC)CC)C.[CH3:47][S:48](Cl)(=[O:50])=[O:49], predict the reaction product. (5) The product is: [C:14]([OH:16])(=[O:15])[C:13]([CH3:20])=[CH2:12].[NH2:17][C:18]([O:9][CH2:8][CH3:3])=[O:19]. Given the reactants OC[C:3]([CH2:8][OH:9])(CO)CO.C([CH:12]=[C:13]([CH3:20])[C:14]([O:16][N:17]=[C:18]=[O:19])=[O:15])C, predict the reaction product.